This data is from Kir2.1 potassium channel HTS with 301,493 compounds. The task is: Binary Classification. Given a drug SMILES string, predict its activity (active/inactive) in a high-throughput screening assay against a specified biological target. (1) The molecule is S(c1n(c(nn1)c1ccccc1)c1ccccc1)CC(=O)Nc1c(cccc1)C#N. The result is 0 (inactive). (2) The result is 1 (active). The drug is O(C(=O)c1cc(Nc2ncnc3c2cc(cc3)C)ccc1)CC. (3) The drug is O=c1nc[nH]c2c1cccc2[N+]([O-])=O. The result is 0 (inactive).